This data is from Reaction yield outcomes from USPTO patents with 853,638 reactions. The task is: Predict the reaction yield, written as a fraction of the theoretical maximum amount of product (1.0 means a 100% yield; for example, 0.34 means a 34% yield). (1) The reactants are [F:1][C:2]1[CH:3]=[C:4]([C:8]2([CH2:21][CH2:22][N:23]3[C@H:28]4[CH2:29][CH2:30][C@@H:24]3[CH2:25][CH:26]([N:31]3[C:35]5[CH:36]=[CH:37][CH:38]=[CH:39][C:34]=5[N:33]=[C:32]3[CH3:40])[CH2:27]4)[CH2:13][CH2:12][N:11]([C:14]([C@@H:16]([NH2:20])[CH:17]([CH3:19])[CH3:18])=[O:15])[CH2:10][CH2:9]2)[CH:5]=[CH:6][CH:7]=1.[Cl:41][CH2:42][C:43](Cl)=[O:44].CCN(C(C)C)C(C)C. No catalyst specified. The product is [Cl:41][CH2:42][C:43]([NH:20][C@H:16]([C:14]([N:11]1[CH2:12][CH2:13][C:8]([C:4]2[CH:5]=[CH:6][CH:7]=[C:2]([F:1])[CH:3]=2)([CH2:21][CH2:22][N:23]2[C@H:24]3[CH2:30][CH2:29][C@@H:28]2[CH2:27][CH:26]([N:31]2[C:35]4[CH:36]=[CH:37][CH:38]=[CH:39][C:34]=4[N:33]=[C:32]2[CH3:40])[CH2:25]3)[CH2:9][CH2:10]1)=[O:15])[CH:17]([CH3:18])[CH3:19])=[O:44]. The yield is 0.660. (2) The reactants are OC(C(F)(F)F)=O.[CH3:8][C:9]1([CH3:36])[C@H:14]([NH:15][C:16]2[C:17]3[N:18]([CH:25]=[C:26]([C:28]4[CH:29]=[N:30][C:31]([O:34][CH3:35])=[CH:32][CH:33]=4)[CH:27]=3)[N:19]=[CH:20][C:21]=2[C:22]([NH2:24])=[O:23])[CH2:13][CH2:12][NH:11][CH2:10]1.[NH2:37][C:38](=[O:42])[C:39](O)=[O:40].CN(C(ON1N=NC2C=CC=NC1=2)=[N+](C)C)C.F[P-](F)(F)(F)(F)F.C(N(CC)CC)C. The catalyst is CN(C=O)C. The product is [NH2:37][C:38](=[O:42])[C:39]([N:11]1[CH2:12][CH2:13][C@@H:14]([NH:15][C:16]2[C:17]3[N:18]([CH:25]=[C:26]([C:28]4[CH:29]=[N:30][C:31]([O:34][CH3:35])=[CH:32][CH:33]=4)[CH:27]=3)[N:19]=[CH:20][C:21]=2[C:22]([NH2:24])=[O:23])[C:9]([CH3:36])([CH3:8])[CH2:10]1)=[O:40]. The yield is 0.380. (3) The catalyst is CO.ClCCl. The yield is 0.720. The product is [CH3:1][O:2][C:3]1[CH:8]=[CH:7][C:6]([N:9]2[CH2:15][CH2:14][CH2:13][CH:12]([N:36]3[CH2:37][CH2:38][C@@H:34]([NH:33][C:18](=[O:17])[CH2:19][NH:20][C:21](=[O:32])[C:22]4[CH:27]=[CH:26][CH:25]=[C:24]([C:28]([F:29])([F:31])[F:30])[CH:23]=4)[CH2:35]3)[CH2:11][CH2:10]2)=[CH:5][CH:4]=1. The reactants are [CH3:1][O:2][C:3]1[CH:8]=[CH:7][C:6]([N:9]2[CH2:15][CH2:14][CH2:13][C:12](=O)[CH2:11][CH2:10]2)=[CH:5][CH:4]=1.[O:17]=[C:18]([NH:33][C@@H:34]1[CH2:38][CH2:37][NH:36][CH2:35]1)[CH2:19][NH:20][C:21](=[O:32])[C:22]1[CH:27]=[CH:26][CH:25]=[C:24]([C:28]([F:31])([F:30])[F:29])[CH:23]=1.C(O[BH-](OC(=O)C)OC(=O)C)(=O)C.[Na+].C([O-])(O)=O.[Na+]. (4) The reactants are Br[CH:2]([C:14]1[CH:15]=[CH:16][C:17]2[N:18]([C:20]([CH:23]([CH3:25])[CH3:24])=[N:21][N:22]=2)[N:19]=1)[C:3]([C:5]1[CH:10]=[C:9]([F:11])[C:8]([F:12])=[CH:7][C:6]=1[F:13])=O.[NH2:26][C:27]([CH:29]1[CH2:34][CH2:33][N:32]([C:35]([O:37][C:38]([CH3:41])([CH3:40])[CH3:39])=[O:36])[CH2:31][CH2:30]1)=[S:28]. The catalyst is CN(C=O)C. The product is [CH:23]([C:20]1[N:18]2[N:19]=[C:14]([C:2]3[S:28][C:27]([CH:29]4[CH2:34][CH2:33][N:32]([C:35]([O:37][C:38]([CH3:41])([CH3:40])[CH3:39])=[O:36])[CH2:31][CH2:30]4)=[N:26][C:3]=3[C:5]3[CH:10]=[C:9]([F:11])[C:8]([F:12])=[CH:7][C:6]=3[F:13])[CH:15]=[CH:16][C:17]2=[N:22][N:21]=1)([CH3:25])[CH3:24]. The yield is 0.340. (5) The reactants are [Cl:1][C:2]1[CH:25]=[CH:24][C:5]([CH2:6][C:7]2[CH:8]=[N:9][O:10][C:11]=2[C@H:12]2[CH2:16][CH2:15][CH2:14][N:13]2[C:17]([O:19]C(C)(C)C)=O)=[CH:4][CH:3]=1.CCN(C(C)C)C(C)C.[N:35]([C:38]1[CH:43]=[CH:42][C:41]([C:44]([F:47])([F:46])[F:45])=[CH:40][CH:39]=1)=C=O. The catalyst is Cl.O1CCOCC1.ClCCl. The product is [Cl:1][C:2]1[CH:3]=[CH:4][C:5]([CH2:6][C:7]2[CH:8]=[N:9][O:10][C:11]=2[C@H:12]2[CH2:16][CH2:15][CH2:14][N:13]2[C:17]([NH:35][C:38]2[CH:43]=[CH:42][C:41]([C:44]([F:45])([F:46])[F:47])=[CH:40][CH:39]=2)=[O:19])=[CH:24][CH:25]=1. The yield is 0.470. (6) The reactants are [NH:1]1[CH2:6][CH2:5][CH:4]([CH2:7][OH:8])[CH2:3][CH2:2]1.[CH3:9][C:10]([O:13][C:14](O[C:14]([O:13][C:10]([CH3:12])([CH3:11])[CH3:9])=[O:15])=[O:15])([CH3:12])[CH3:11].[NH4+].[Cl-]. The product is [OH:8][CH2:7][CH:4]1[CH2:5][CH2:6][N:1]([C:14]([O:13][C:10]([CH3:12])([CH3:11])[CH3:9])=[O:15])[CH2:2][CH2:3]1. The yield is 0.960. The catalyst is C(Cl)Cl. (7) The yield is 0.500. The product is [C:12]([C:9]1[CH:10]=[CH:11][C:5]2[O:4][CH2:3][C:2](=[O:1])[N:7]([CH2:21][CH2:22][C@H:23]3[CH2:24][CH2:25][C@H:26]([NH:29][C:30](=[O:31])[O:32][C:33]([CH3:36])([CH3:35])[CH3:34])[CH2:27][CH2:28]3)[C:6]=2[CH:8]=1)#[N:13]. The reactants are [O:1]=[C:2]1[NH:7][C:6]2[CH:8]=[C:9]([C:12]#[N:13])[CH:10]=[CH:11][C:5]=2[O:4][CH2:3]1.[H-].[Na+].CS(O[CH2:21][CH2:22][C@H:23]1[CH2:28][CH2:27][C@H:26]([NH:29][C:30]([O:32][C:33]([CH3:36])([CH3:35])[CH3:34])=[O:31])[CH2:25][CH2:24]1)(=O)=O.COC1C=C2C(C=CC(=O)N2CCN2CCC(NC(=O)OC(C)(C)C)CC2)=CC=1. The catalyst is ClCCl.CO.